From a dataset of CYP2D6 inhibition data for predicting drug metabolism from PubChem BioAssay. Regression/Classification. Given a drug SMILES string, predict its absorption, distribution, metabolism, or excretion properties. Task type varies by dataset: regression for continuous measurements (e.g., permeability, clearance, half-life) or binary classification for categorical outcomes (e.g., BBB penetration, CYP inhibition). Dataset: cyp2d6_veith. (1) The compound is CN(C1CCCCC1)S(=O)(=O)c1ccc(NC(=S)NC(=O)c2cccs2)cc1. The result is 0 (non-inhibitor). (2) The molecule is CCc1cccc(CC)c1NC(=O)/C(=C/c1ccccc1)c1ccccc1. The result is 1 (inhibitor). (3) The molecule is CC(C)(C)N(NC(=O)Nc1ccc(Cl)c(Cl)c1)C(=O)c1ccccc1. The result is 1 (inhibitor). (4) The molecule is COc1ccccc1N1CCNCC1. The result is 0 (non-inhibitor). (5) The compound is Cc1ccccc1/C=N\NC(=O)c1csnn1. The result is 0 (non-inhibitor). (6) The compound is COc1ccc([N+](=O)[O-])cc1NC1C2CC3CC(C2)CC1C3. The result is 0 (non-inhibitor).